From a dataset of Forward reaction prediction with 1.9M reactions from USPTO patents (1976-2016). Predict the product of the given reaction. (1) The product is: [Cl:25][C:23]1[CH:22]=[CH:21][C:20]([O:26][CH2:27][C:28]2[CH:29]=[CH:30][CH:31]=[CH:32][CH:33]=2)=[C:19]([CH2:18][N:6]2[CH:7]=[CH:8][C:4]([N+:1]([O-:3])=[O:2])=[N:5]2)[CH:24]=1. Given the reactants [N+:1]([C:4]1[CH:8]=[CH:7][NH:6][N:5]=1)([O-:3])=[O:2].C(=O)([O-])[O-].[K+].[K+].[I-].[Na+].Br[CH2:18][C:19]1[CH:24]=[C:23]([Cl:25])[CH:22]=[CH:21][C:20]=1[O:26][CH2:27][C:28]1[CH:33]=[CH:32][CH:31]=[CH:30][CH:29]=1, predict the reaction product. (2) Given the reactants [ClH:1].C(OC([NH:9][CH2:10][C:11]1[CH:16]=[CH:15][C:14]([C:17]2[N:18]=[C:19]([NH:22][CH3:23])[O:20][CH:21]=2)=[CH:13][CH:12]=1)=O)(C)(C)C, predict the reaction product. The product is: [ClH:1].[CH3:23][NH:22][C:19]1[O:20][CH:21]=[C:17]([C:14]2[CH:15]=[CH:16][C:11]([CH2:10][NH2:9])=[CH:12][CH:13]=2)[N:18]=1. (3) Given the reactants Br[C:2]1[C:10]2[N:9]([CH2:11][C:12]([C:14]3[CH:19]=[CH:18][C:17]([F:20])=[CH:16][CH:15]=3)=[CH2:13])[C:8]3[CH2:21][CH2:22][N:23]([CH3:25])[CH2:24][C:7]=3[C:6]=2[CH:5]=[C:4]([CH3:26])[CH:3]=1.[C:27]1(P(C2C=CC=CC=2)C2C=CC=CC=2)[CH:32]=CC=C[CH:28]=1.C([Sn](CCCC)(CCCC)CCCC)C=C, predict the reaction product. The product is: [CH2:32]([C:2]1[C:10]2[N:9]([CH2:11][C:12]([C:14]3[CH:19]=[CH:18][C:17]([F:20])=[CH:16][CH:15]=3)=[CH2:13])[C:8]3[CH2:21][CH2:22][N:23]([CH3:25])[CH2:24][C:7]=3[C:6]=2[CH:5]=[C:4]([CH3:26])[CH:3]=1)[CH:27]=[CH2:28]. (4) Given the reactants [C:1]1([C:7]2[C:15]3[C:10](=[CH:11][CH:12]=[CH:13][CH:14]=3)[N:9](S(C3C=CC(C)=CC=3)(=O)=O)[C:8]=2[CH:26]([NH:28][C:29]2[N:37]=[CH:36][N:35]=[C:34]3[C:30]=2[N:31]=[CH:32][NH:33]3)[CH3:27])[CH:6]=[CH:5][CH:4]=[CH:3][CH:2]=1.[OH-].[K+], predict the reaction product. The product is: [C:1]1([C:7]2[C:15]3[C:10](=[CH:11][CH:12]=[CH:13][CH:14]=3)[NH:9][C:8]=2[CH:26]([NH:28][C:29]2[N:37]=[CH:36][N:35]=[C:34]3[C:30]=2[N:31]=[CH:32][NH:33]3)[CH3:27])[CH:2]=[CH:3][CH:4]=[CH:5][CH:6]=1. (5) Given the reactants [Na].[O:2]=[S:3]1(=[O:17])[C:8]2[CH:9]=[N:10][CH:11]=[CH:12][C:7]=2[NH:6][C:5]([CH2:13][C:14]([O-])=[O:15])=[N:4]1.C([O:20][C:21]([C@H:23]1[C@@H:28]([NH:29][CH2:30][C:31]2[CH:36]=[CH:35][C:34]([F:37])=[CH:33][CH:32]=2)[C@H:27]2[CH2:38][C@@H:24]1[CH2:25][CH2:26]2)=O)C.F[P-](F)(F)(F)(F)F.N1(OC(N(C)C)=[N+](C)C)C2N=CC=CC=2N=N1.C(N(CC)CC)C, predict the reaction product. The product is: [O:2]=[S:3]1(=[O:17])[C:8]2[CH:9]=[N:10][CH:11]=[CH:12][C:7]=2[NH:6][C:5]([C:13]2[C:14](=[O:15])[N:29]([CH2:30][C:31]3[CH:32]=[CH:33][C:34]([F:37])=[CH:35][CH:36]=3)[C@@H:28]3[C@H:23]([C:21]=2[OH:20])[C@@H:24]2[CH2:38][C@H:27]3[CH2:26][CH2:25]2)=[N:4]1. (6) Given the reactants CN(C(ON1N=NC2C=CC=NC1=2)=[N+](C)C)C.F[P-](F)(F)(F)(F)F.[CH3:25][O:26][CH2:27][C@@H:28]([O:30][C:31]1[CH:32]=[C:33]([CH:37]=[C:38]([O:40][C:41]2[CH:46]=[CH:45][C:44]([S:47]([CH3:50])(=[O:49])=[O:48])=[CH:43][CH:42]=2)[CH:39]=1)[C:34](O)=[O:35])[CH3:29].CCN(C(C)C)C(C)C.[NH2:60][C:61]1[CH:65]=[CH:64][N:63]([C:66]([O:68][C:69]([CH3:72])([CH3:71])[CH3:70])=[O:67])[N:62]=1, predict the reaction product. The product is: [CH3:25][O:26][CH2:27][C@@H:28]([O:30][C:31]1[CH:32]=[C:33]([CH:37]=[C:38]([O:40][C:41]2[CH:42]=[CH:43][C:44]([S:47]([CH3:50])(=[O:48])=[O:49])=[CH:45][CH:46]=2)[CH:39]=1)[C:34]([NH:60][C:61]1[CH:65]=[CH:64][N:63]([C:66]([O:68][C:69]([CH3:72])([CH3:71])[CH3:70])=[O:67])[N:62]=1)=[O:35])[CH3:29]. (7) The product is: [C:28]([O:27][C:25]([N:20]1[CH2:21][CH2:22][N:23]([CH2:2][C:3]([N:5]2[C:13]3[C:8](=[CH:9][CH:10]=[C:11]([C:14]#[N:15])[CH:12]=3)[C:7]([CH3:17])([CH3:16])[CH2:6]2)=[O:4])[CH2:24][C@H:19]1[CH3:18])=[O:26])([CH3:31])([CH3:29])[CH3:30]. Given the reactants Cl[CH2:2][C:3]([N:5]1[C:13]2[C:8](=[CH:9][CH:10]=[C:11]([C:14]#[N:15])[CH:12]=2)[C:7]([CH3:17])([CH3:16])[CH2:6]1)=[O:4].[CH3:18][C@@H:19]1[CH2:24][NH:23][CH2:22][CH2:21][N:20]1[C:25]([O:27][C:28]([CH3:31])([CH3:30])[CH3:29])=[O:26].C(N(CC)CC)C, predict the reaction product. (8) Given the reactants [CH3:1]/[C:2](/[NH2:6])=[CH:3]\[C:4]#[N:5].[CH3:7][C:8]1[CH:9]=[C:10]([CH:12]=[CH:13][CH:14]=1)N.C(O)(=O)C, predict the reaction product. The product is: [CH3:7][C:8]1[CH:14]=[C:13]([NH:6][C:2]([CH3:1])=[CH:3][C:4]#[N:5])[CH:12]=[CH:10][CH:9]=1. (9) Given the reactants OO.[OH-].[Na+].[CH:5]([CH:7]=[CH2:8])=[O:6].[C:9]([O:13][C:14]([N:16]1[CH2:21][CH2:20][NH:19][CH2:18][CH:17]1C(=S)N)=[O:15])([CH3:12])([CH3:11])[CH3:10].N1(C(OC(C)(C)C)=O)CCNCC1.[C:38](N1C=CN=C1)([N:40]1C=CN=C1)=[S:39].N, predict the reaction product. The product is: [C:9]([O:13][C:14]([N:16]1[CH2:17][CH2:18][N:19]([C:38]2[S:39][C:7]([CH2:5][OH:6])=[CH:8][N:40]=2)[CH2:20][CH2:21]1)=[O:15])([CH3:10])([CH3:11])[CH3:12].